From a dataset of NCI-60 drug combinations with 297,098 pairs across 59 cell lines. Regression. Given two drug SMILES strings and cell line genomic features, predict the synergy score measuring deviation from expected non-interaction effect. (1) Cell line: SN12C. Drug 2: CC1=C(C(=O)C2=C(C1=O)N3CC4C(C3(C2COC(=O)N)OC)N4)N. Synergy scores: CSS=76.8, Synergy_ZIP=2.61, Synergy_Bliss=5.73, Synergy_Loewe=-15.2, Synergy_HSA=3.43. Drug 1: CC=C1C(=O)NC(C(=O)OC2CC(=O)NC(C(=O)NC(CSSCCC=C2)C(=O)N1)C(C)C)C(C)C. (2) Drug 1: C1=C(C(=O)NC(=O)N1)F. Drug 2: CC(C)(C#N)C1=CC(=CC(=C1)CN2C=NC=N2)C(C)(C)C#N. Cell line: HL-60(TB). Synergy scores: CSS=26.6, Synergy_ZIP=-24.6, Synergy_Bliss=-36.0, Synergy_Loewe=-36.5, Synergy_HSA=-36.4. (3) Drug 1: CC1C(C(=O)NC(C(=O)N2CCCC2C(=O)N(CC(=O)N(C(C(=O)O1)C(C)C)C)C)C(C)C)NC(=O)C3=C4C(=C(C=C3)C)OC5=C(C(=O)C(=C(C5=N4)C(=O)NC6C(OC(=O)C(N(C(=O)CN(C(=O)C7CCCN7C(=O)C(NC6=O)C(C)C)C)C)C(C)C)C)N)C. Drug 2: C1=NC(=NC(=O)N1C2C(C(C(O2)CO)O)O)N. Cell line: OVCAR-4. Synergy scores: CSS=13.5, Synergy_ZIP=-5.14, Synergy_Bliss=1.17, Synergy_Loewe=-8.79, Synergy_HSA=-8.12. (4) Drug 1: CN(C)C1=NC(=NC(=N1)N(C)C)N(C)C. Drug 2: CC1=C(C(CCC1)(C)C)C=CC(=CC=CC(=CC(=O)O)C)C. Cell line: MCF7. Synergy scores: CSS=10.3, Synergy_ZIP=-5.46, Synergy_Bliss=-5.40, Synergy_Loewe=-37.5, Synergy_HSA=-8.33. (5) Drug 1: COC1=C(C=C2C(=C1)N=CN=C2NC3=CC(=C(C=C3)F)Cl)OCCCN4CCOCC4. Drug 2: CC1C(C(CC(O1)OC2CC(OC(C2O)C)OC3=CC4=CC5=C(C(=O)C(C(C5)C(C(=O)C(C(C)O)O)OC)OC6CC(C(C(O6)C)O)OC7CC(C(C(O7)C)O)OC8CC(C(C(O8)C)O)(C)O)C(=C4C(=C3C)O)O)O)O. Cell line: SK-MEL-5. Synergy scores: CSS=54.7, Synergy_ZIP=7.55, Synergy_Bliss=11.8, Synergy_Loewe=11.3, Synergy_HSA=11.2.